Task: Predict the reactants needed to synthesize the given product.. Dataset: Full USPTO retrosynthesis dataset with 1.9M reactions from patents (1976-2016) Given the product [CH2:3]([O:7][C:9]1[N:10]=[C:11]([N:29]2[CH2:34][CH2:33][NH:32][CH2:31][CH:30]2[C:35](=[O:44])[NH:36][C:37]2[CH:42]=[CH:41][CH:40]=[C:39]([CH3:43])[CH:38]=2)[C:12]2[N:18]=[C:17]([C:19]3[CH:24]=[CH:23][C:22]([O:25][CH3:26])=[C:21]([O:27][CH3:28])[CH:20]=3)[CH:16]=[CH:15][C:13]=2[N:14]=1)[CH2:4][CH2:5][CH3:6], predict the reactants needed to synthesize it. The reactants are: [H-].[Na+].[CH2:3]([OH:7])[CH2:4][CH2:5][CH3:6].Cl[C:9]1[N:10]=[C:11]([N:29]2[CH2:34][CH2:33][NH:32][CH2:31][CH:30]2[C:35](=[O:44])[NH:36][C:37]2[CH:42]=[CH:41][CH:40]=[C:39]([CH3:43])[CH:38]=2)[C:12]2[N:18]=[C:17]([C:19]3[CH:24]=[CH:23][C:22]([O:25][CH3:26])=[C:21]([O:27][CH3:28])[CH:20]=3)[CH:16]=[CH:15][C:13]=2[N:14]=1.